This data is from NCI-60 drug combinations with 297,098 pairs across 59 cell lines. The task is: Regression. Given two drug SMILES strings and cell line genomic features, predict the synergy score measuring deviation from expected non-interaction effect. (1) Drug 1: C1CNP(=O)(OC1)N(CCCl)CCCl. Drug 2: CC1CCCC2(C(O2)CC(NC(=O)CC(C(C(=O)C(C1O)C)(C)C)O)C(=CC3=CSC(=N3)C)C)C. Cell line: SK-MEL-2. Synergy scores: CSS=68.9, Synergy_ZIP=6.16, Synergy_Bliss=4.14, Synergy_Loewe=-21.4, Synergy_HSA=9.03. (2) Drug 1: C1=C(C(=O)NC(=O)N1)F. Drug 2: B(C(CC(C)C)NC(=O)C(CC1=CC=CC=C1)NC(=O)C2=NC=CN=C2)(O)O. Cell line: NCI-H226. Synergy scores: CSS=26.0, Synergy_ZIP=10.4, Synergy_Bliss=10.9, Synergy_Loewe=11.5, Synergy_HSA=11.4. (3) Drug 1: CN(C)C(=N)N=C(N)N. Drug 2: CC(C)(C#N)C1=CC=C(C=C1)N2C3=C4C=C(C=CC4=NC=C3N(C2=O)C)C5=CC6=CC=CC=C6N=C5. Cell line: HT29. Synergy scores: CSS=49.9, Synergy_ZIP=8.57, Synergy_Bliss=8.33, Synergy_Loewe=-12.0, Synergy_HSA=8.43. (4) Drug 1: CC12CCC3C(C1CCC2O)C(CC4=C3C=CC(=C4)O)CCCCCCCCCS(=O)CCCC(C(F)(F)F)(F)F. Drug 2: CC1C(C(CC(O1)OC2CC(CC3=C2C(=C4C(=C3O)C(=O)C5=C(C4=O)C(=CC=C5)OC)O)(C(=O)CO)O)N)O.Cl. Cell line: 786-0. Synergy scores: CSS=40.3, Synergy_ZIP=1.61, Synergy_Bliss=1.07, Synergy_Loewe=-3.95, Synergy_HSA=0.162. (5) Drug 1: CC1CC2C3CCC4=CC(=O)C=CC4(C3(C(CC2(C1(C(=O)CO)O)C)O)F)C. Drug 2: CC(C)(C#N)C1=CC=C(C=C1)N2C3=C4C=C(C=CC4=NC=C3N(C2=O)C)C5=CC6=CC=CC=C6N=C5. Cell line: HT29. Synergy scores: CSS=50.5, Synergy_ZIP=9.91, Synergy_Bliss=10.8, Synergy_Loewe=-22.8, Synergy_HSA=10.4. (6) Drug 2: CC(C)CN1C=NC2=C1C3=CC=CC=C3N=C2N. Synergy scores: CSS=5.20, Synergy_ZIP=2.94, Synergy_Bliss=-4.20, Synergy_Loewe=-2.74, Synergy_HSA=-2.66. Cell line: SN12C. Drug 1: C(=O)(N)NO. (7) Drug 1: CS(=O)(=O)C1=CC(=C(C=C1)C(=O)NC2=CC(=C(C=C2)Cl)C3=CC=CC=N3)Cl. Drug 2: CC1OCC2C(O1)C(C(C(O2)OC3C4COC(=O)C4C(C5=CC6=C(C=C35)OCO6)C7=CC(=C(C(=C7)OC)O)OC)O)O. Cell line: OVCAR-4. Synergy scores: CSS=5.97, Synergy_ZIP=-2.04, Synergy_Bliss=-4.17, Synergy_Loewe=-3.64, Synergy_HSA=-3.60.